From a dataset of Full USPTO retrosynthesis dataset with 1.9M reactions from patents (1976-2016). Predict the reactants needed to synthesize the given product. The reactants are: [F:1][C:2]([F:12])([F:11])[C:3]1[CH:10]=[CH:9][C:6]([CH2:7]Br)=[CH:5][CH:4]=1.[OH:13][C:14]1[CH:18]=[C:17]([N:19]2[C:27]3[CH:26]=[CH:25][N:24]=[CH:23][C:22]=3[N:21]=[CH:20]2)[S:16][C:15]=1[C:28]([O:30][CH3:31])=[O:29].C(=O)([O-])[O-].[K+].[K+]. Given the product [N:19]1([C:17]2[S:16][C:15]([C:28]([O:30][CH3:31])=[O:29])=[C:14]([O:13][CH2:7][C:6]3[CH:9]=[CH:10][C:3]([C:2]([F:12])([F:11])[F:1])=[CH:4][CH:5]=3)[CH:18]=2)[C:27]2[CH:26]=[CH:25][N:24]=[CH:23][C:22]=2[N:21]=[CH:20]1, predict the reactants needed to synthesize it.